From a dataset of Reaction yield outcomes from USPTO patents with 853,638 reactions. Predict the reaction yield, written as a fraction of the theoretical maximum amount of product (1.0 means a 100% yield; for example, 0.34 means a 34% yield). (1) The reactants are C([O:5][C:6](=[O:50])[C@:7]([NH:24][C:25]([NH:27][C@@H:28]1[CH2:43][C:42]2=[CH:44][CH:45]=[C:39]([CH:40]=[CH:41]2)[O:38][CH2:37][CH2:36][CH2:35][CH2:34][O:33][CH2:32][C@H:31]([CH:46]([CH3:48])[CH3:47])[NH:30][C:29]1=[O:49])=[O:26])([CH3:23])[CH2:8][C:9]1[CH:10]=[N:11][C:12]([NH:15]C(OC(C)(C)C)=O)=[CH:13][CH:14]=1)(C)(C)C.Cl.[OH-].[Na+].[Na]. The catalyst is C1COCC1. The product is [NH2:15][C:12]1[N:11]=[CH:10][C:9]([CH2:8][C@@:7]([NH:24][C:25]([NH:27][C@@H:28]2[CH2:43][C:42]3=[CH:44][CH:45]=[C:39]([CH:40]=[CH:41]3)[O:38][CH2:37][CH2:36][CH2:35][CH2:34][O:33][CH2:32][C@H:31]([CH:46]([CH3:47])[CH3:48])[NH:30][C:29]2=[O:49])=[O:26])([CH3:23])[C:6]([OH:50])=[O:5])=[CH:14][CH:13]=1. The yield is 0.480. (2) The reactants are [CH3:1][Si](C=[N+]=[N-])(C)C.CCOCC.[Cl:13][C:14]1[CH:22]=[C:21]([F:23])[C:20]([N+:24]([O-:26])=[O:25])=[CH:19][C:15]=1[C:16]([OH:18])=[O:17].C(O)(=O)C. The catalyst is C1(C)C=CC=CC=1.CO. The product is [Cl:13][C:14]1[CH:22]=[C:21]([F:23])[C:20]([N+:24]([O-:26])=[O:25])=[CH:19][C:15]=1[C:16]([O:18][CH3:1])=[O:17]. The yield is 1.00. (3) The reactants are CCN(CC)CC.[NH2:8][CH2:9][C:10]1[CH:19]=[CH:18][C:13]([C:14]([O:16][CH3:17])=[O:15])=[CH:12][CH:11]=1.[CH3:20][C:21]([O:24][C:25](O[C:25]([O:24][C:21]([CH3:23])([CH3:22])[CH3:20])=[O:26])=[O:26])([CH3:23])[CH3:22]. The catalyst is C1COCC1.CCOC(C)=O. The product is [C:21]([O:24][C:25]([NH:8][CH2:9][C:10]1[CH:11]=[CH:12][C:13]([C:14]([O:16][CH3:17])=[O:15])=[CH:18][CH:19]=1)=[O:26])([CH3:23])([CH3:22])[CH3:20]. The yield is 0.980.